From a dataset of Choline transporter screen with 302,306 compounds. Binary Classification. Given a drug SMILES string, predict its activity (active/inactive) in a high-throughput screening assay against a specified biological target. (1) The compound is Clc1c(/N=C(/NO)c2cc([N+]([O-])=O)ccc2)cccc1. The result is 0 (inactive). (2) The compound is S(=O)(=O)(NC1C(N2CCN(CC2)C)CCCC1)c1ccccc1. The result is 0 (inactive). (3) The molecule is s1c2n(CC)c(=O)[nH]c(=O)c2c(N)c1C(=O)c1c(OC)cccc1. The result is 1 (active). (4) The compound is O=C(N1CC(Nc2cc(OC)c(OC)cc2)CCC1)C1(CCCCC1)C. The result is 0 (inactive). (5) The molecule is Clc1cc(c2oc(cc2)/C=N/NC(=O)C(=O)NC2CCCC2)ccc1. The result is 0 (inactive). (6) The molecule is O(c1ccc(N\C=C(/c2ccccc2)C(=O)C)cc1)c1ccccc1. The result is 0 (inactive). (7) The drug is Clc1c(OC)cc(NC(=S)N2CC(CCC2)C)c(OC)c1. The result is 0 (inactive).